Dataset: Forward reaction prediction with 1.9M reactions from USPTO patents (1976-2016). Task: Predict the product of the given reaction. (1) Given the reactants [NH2:1][CH2:2][CH2:3][CH2:4][CH2:5][C@H:6]([NH:17][C:18](=[O:33])[C:19]1[CH:24]=[CH:23][C:22]([C:25]([N:27]2[CH2:31][CH2:30][CH2:29][CH2:28]2)=[O:26])=[C:21]([CH3:32])[CH:20]=1)[C:7]1[NH:11][C:10]2[CH:12]=[CH:13][C:14]([Cl:16])=[CH:15][C:9]=2[N:8]=1.C(N(C(C)C)CC)(C)C.[N:43]1[CH:48]=[CH:47][C:46]([C:49](O)=[O:50])=[CH:45][CH:44]=1, predict the reaction product. The product is: [Cl:16][C:14]1[CH:13]=[CH:12][C:10]2[NH:11][C:7]([C@@H:6]([NH:17][C:18](=[O:33])[C:19]3[CH:24]=[CH:23][C:22]([C:25]([N:27]4[CH2:28][CH2:29][CH2:30][CH2:31]4)=[O:26])=[C:21]([CH3:32])[CH:20]=3)[CH2:5][CH2:4][CH2:3][CH2:2][NH:1][C:49]([C:46]3[CH:47]=[CH:48][N:43]=[CH:44][CH:45]=3)=[O:50])=[N:8][C:9]=2[CH:15]=1. (2) Given the reactants [Br:1][C:2]1[CH:17]=[CH:16][C:5]([O:6][C:7]2[C:12]3[CH:13]=[CH:14][O:15][C:11]=3[CH:10]=[CH:9][N:8]=2)=[CH:4][C:3]=1[CH2:18]Br.C([O-])(=[O:22])C.[Na+].[OH-].[Na+], predict the reaction product. The product is: [Br:1][C:2]1[CH:17]=[CH:16][C:5]([O:6][C:7]2[C:12]3[CH:13]=[CH:14][O:15][C:11]=3[CH:10]=[CH:9][N:8]=2)=[CH:4][C:3]=1[CH2:18][OH:22]. (3) The product is: [O:27]([C:23]1[CH:22]=[C:21]([C:16]23[CH2:19][CH2:20][C:13]([CH2:38][C:37]([OH:40])=[O:41])([CH2:18][CH2:17]2)[CH2:14][O:15]3)[CH:26]=[CH:25][CH:24]=1)[C:28]1[CH:29]=[CH:30][CH:31]=[CH:32][CH:33]=1. Given the reactants CC1C=CC(S(OC[C:13]23[CH2:20][CH2:19][C:16]([C:21]4[CH:26]=[CH:25][CH:24]=[C:23]([O:27][C:28]5[CH:33]=[CH:32][CH:31]=[CH:30][CH:29]=5)[CH:22]=4)([CH2:17][CH2:18]2)[O:15][CH2:14]3)(=O)=O)=CC=1.[C-]#N.[Na+].[CH2:37]([OH:40])[CH2:38]O.[OH-:41].[K+], predict the reaction product. (4) Given the reactants C(O[C:4](=[O:17])[C:5]([C:15]#[N:16])=[CH:6][NH:7][C:8]1[CH:9]=[N:10][C:11]([CH3:14])=[CH:12][CH:13]=1)C, predict the reaction product. The product is: [CH3:14][C:11]1[N:10]=[C:9]2[C:8](=[CH:13][CH:12]=1)[NH:7][CH:6]=[C:5]([C:15]#[N:16])[C:4]2=[O:17]. (5) Given the reactants C[C:2]1[N:3]([CH2:15][C:16]2[CH:21]=[CH:20][C:19]([Cl:22])=[CH:18][CH:17]=2)[C:4]2[C:9]([CH:10]=1)=[CH:8][C:7](Br)=[CH:6][C:5]=2[C:12](O)=O.CB1OB(C)OB(C)O1.[C:32](=[O:35])([O-])[O-].[K+].[K+].O1CCOC[CH2:39]1.[OH2:44], predict the reaction product. The product is: [Cl:22][C:19]1[CH:18]=[CH:17][C:16]([CH2:15][N:3]2[C:4]3[C:9](=[CH:8][C:7]([CH3:39])=[CH:6][C:5]=3[C:12]([O:35][CH3:32])=[O:44])[CH:10]=[CH:2]2)=[CH:21][CH:20]=1. (6) Given the reactants [CH:1]1([N:4]2[CH2:13][CH2:12][C:11]3[C:6](=[CH:7][CH:8]=[C:9]([NH:14]CC4C=CC(OC)=CC=4)[CH:10]=3)[CH2:5]2)[CH2:3][CH2:2]1, predict the reaction product. The product is: [CH:1]1([N:4]2[CH2:13][CH2:12][C:11]3[C:6](=[CH:7][CH:8]=[C:9]([NH2:14])[CH:10]=3)[CH2:5]2)[CH2:3][CH2:2]1. (7) Given the reactants [CH2:1]([O:3][C:4]([C:6]1[C:15](=O)[C:14]2[C:9](=[C:10]([Cl:17])[CH:11]=[CH:12][CH:13]=2)[N:8]([CH2:18][C:19]2[CH:24]=[CH:23][C:22]([N:25]3[CH:29]=[CH:28][CH:27]=[N:26]3)=[CH:21][CH:20]=2)[N:7]=1)=[O:5])[CH3:2].COC1C=CC(P2(SP(C3C=CC(OC)=CC=3)(=S)S2)=[S:39])=CC=1, predict the reaction product. The product is: [CH2:1]([O:3][C:4]([C:6]1[C:15](=[S:39])[C:14]2[C:9](=[C:10]([Cl:17])[CH:11]=[CH:12][CH:13]=2)[N:8]([CH2:18][C:19]2[CH:24]=[CH:23][C:22]([N:25]3[CH:29]=[CH:28][CH:27]=[N:26]3)=[CH:21][CH:20]=2)[N:7]=1)=[O:5])[CH3:2]. (8) Given the reactants [NH:1]1[CH:5]=[C:4]([C:6]2[CH:7]=[C:8]([OH:12])[CH:9]=[CH:10][CH:11]=2)[N:3]=[CH:2]1.[CH3:13][O:14][C:15]1[CH:20]=[CH:19][C:18]([N:21]2[CH2:26][CH2:25][CH:24]([N:27]([CH3:31])[C:28](Cl)=[O:29])[CH2:23][CH2:22]2)=[CH:17][CH:16]=1, predict the reaction product. The product is: [OH:12][C:8]1[CH:7]=[C:6]([C:4]2[N:3]=[CH:2][N:1]([C:28]([N:27]([CH:24]3[CH2:25][CH2:26][N:21]([C:18]4[CH:17]=[CH:16][C:15]([O:14][CH3:13])=[CH:20][CH:19]=4)[CH2:22][CH2:23]3)[CH3:31])=[O:29])[CH:5]=2)[CH:11]=[CH:10][CH:9]=1. (9) Given the reactants [CH3:1][O:2][CH:3]([O:19][CH3:20])[CH2:4][NH:5][C:6]1[C:15]([N+:16]([O-])=O)=[CH:14][CH:13]=[CH:12][C:7]=1[C:8]([O:10][CH3:11])=[O:9].[H][H], predict the reaction product. The product is: [NH2:16][C:15]1[C:6]([NH:5][CH2:4][CH:3]([O:19][CH3:20])[O:2][CH3:1])=[C:7]([CH:12]=[CH:13][CH:14]=1)[C:8]([O:10][CH3:11])=[O:9]. (10) Given the reactants [SH:1][C:2]1[NH:3][C:4]([C:10]2[CH:15]=[CH:14][CH:13]=[CH:12][CH:11]=2)=[C:5]([C:7]([OH:9])=O)[N:6]=1.[CH3:16][O:17][C:18]1[CH:19]=[C:20]([N:26]2[CH2:31][CH2:30][NH:29][CH2:28][CH2:27]2)[CH:21]=[C:22]([O:24][CH3:25])[CH:23]=1.Cl.CN(C)CCCN=C=NCC.O.ON1C2C=CC=CC=2N=N1, predict the reaction product. The product is: [CH3:16][O:17][C:18]1[CH:19]=[C:20]([N:26]2[CH2:27][CH2:28][N:29]([C:7]([C:5]3[N:6]=[C:2]([SH:1])[NH:3][C:4]=3[C:10]3[CH:15]=[CH:14][CH:13]=[CH:12][CH:11]=3)=[O:9])[CH2:30][CH2:31]2)[CH:21]=[C:22]([O:24][CH3:25])[CH:23]=1.